From a dataset of Catalyst prediction with 721,799 reactions and 888 catalyst types from USPTO. Predict which catalyst facilitates the given reaction. (1) Reactant: C=O.[Cl:3][C:4]1[CH:9]=[CH:8][C:7]([C:10]2[CH:11]=[CH:12][C:13]([C:16]#[C:17][C:18]3[CH:19]=[C:20]4[C:25](=[CH:26][CH:27]=3)[NH:24][CH:23]([CH2:28][N:29]3[CH2:33][CH2:32][CH2:31][CH2:30]3)[CH2:22][CH2:21]4)=[N:14][CH:15]=2)=[CH:6][CH:5]=1.[C:34]([BH3-])#N.C1(C)C(S(O)(=O)=O)=CC=CC=1. Product: [Cl:3][C:4]1[CH:9]=[CH:8][C:7]([C:10]2[CH:11]=[CH:12][C:13]([C:16]#[C:17][C:18]3[CH:19]=[C:20]4[C:25](=[CH:26][CH:27]=3)[N:24]([CH3:34])[CH:23]([CH2:28][N:29]3[CH2:30][CH2:31][CH2:32][CH2:33]3)[CH2:22][CH2:21]4)=[N:14][CH:15]=2)=[CH:6][CH:5]=1. The catalyst class is: 559. (2) Reactant: Cl.[CH3:2][S:3][C:4]1[CH:9]=[CH:8][C:7]([CH:10]2[CH2:15][CH2:14][NH:13][CH2:12][CH2:11]2)=[CH:6][CH:5]=1.CCN(CC)CC.[CH3:23][C:24]([O:27][C:28]([N:30]1[CH2:35][CH2:34][CH:33]([CH2:36][CH:37]=O)[CH2:32][CH2:31]1)=[O:29])([CH3:26])[CH3:25].[BH4-].[Na+]. Product: [C:24]([O:27][C:28]([N:30]1[CH2:35][CH2:34][CH:33]([CH2:36][CH2:37][N:13]2[CH2:14][CH2:15][CH:10]([C:7]3[CH:6]=[CH:5][C:4]([S:3][CH3:2])=[CH:9][CH:8]=3)[CH2:11][CH2:12]2)[CH2:32][CH2:31]1)=[O:29])([CH3:26])([CH3:25])[CH3:23]. The catalyst class is: 5.